Dataset: In vitro SARS-CoV-2 activity screen of 1,480 approved drugs from Prestwick library. Task: Binary Classification. Given a drug SMILES string, predict its activity (active/inactive) in a high-throughput screening assay against a specified biological target. (1) The drug is C=Cc1c(C)c2cc3nc(cc4[nH]c(cc5nc(cc1[nH]2)C(C)=C5CCC(=O)O)c(CCC(=O)OC)c4C)[C@@]1(C)C3=CC=C(C(=O)OC)[C@H]1C(=O)OC.C=Cc1c(C)c2cc3nc(cc4[nH]c(cc5nc(cc1[nH]2)C(C)=C5CCC(=O)OC)c(CCC(=O)O)c4C)[C@@]1(C)C3=CC=C(C(=O)OC)[C@H]1C(=O)OC. The result is 0 (inactive). (2) The compound is O=C(O)c1ccccc1C(=O)Nc1ccc(S(=O)(=O)Nc2nccs2)cc1. The result is 0 (inactive). (3) The drug is C1CO1.C=O.CC(C)(C)CC(C)(C)c1ccc(O)cc1. The result is 0 (inactive). (4) The drug is O=C(O)CCC(=O)Nc1ccc(S(=O)(=O)Nc2nccs2)cc1. The result is 0 (inactive). (5) The drug is C=C1c2cccc(O)c2C(O)=C2C(=O)[C@]3(O)C(O)=C(C(N)=O)C(=O)[C@@H](N(C)C)[C@@H]3[C@@H](O)[C@H]12.Cl. The result is 0 (inactive). (6) The compound is CN1CCN(C2Cc3ccccc3Sc3ccc(Cl)cc32)CC1.O=C(O)C=CC(=O)O. The result is 0 (inactive).